Dataset: Full USPTO retrosynthesis dataset with 1.9M reactions from patents (1976-2016). Task: Predict the reactants needed to synthesize the given product. (1) Given the product [Cl:1][C:2]1[N:3]([C:16]2[CH:17]=[CH:18][C:13]([CH3:22])=[CH:14][CH:15]=2)[C:4]2[C:9]([C:10]=1[CH:11]=[O:12])=[CH:8][CH:7]=[CH:6][CH:5]=2, predict the reactants needed to synthesize it. The reactants are: [Cl:1][C:2]1[NH:3][C:4]2[C:9]([C:10]=1[CH:11]=[O:12])=[CH:8][CH:7]=[CH:6][CH:5]=2.[C:13]1([CH3:22])[CH:18]=[CH:17][C:16](B(O)O)=[CH:15][CH:14]=1. (2) Given the product [F:47][C:48]1[C:53]([CH3:54])=[CH:52][CH:51]=[CH:50][C:49]=1[N:26]1[C:27](=[O:28])[C:17]2=[N:16][N:15]([CH2:14][C:11]3[CH:12]=[CH:13][C:8]([C:5]4[CH:6]=[N:7][C:2]([CH3:1])=[CH:3][CH:4]=4)=[N:9][CH:10]=3)[C:20]3[N:21]=[CH:22][CH:23]=[CH:24][C:19]=3[C:18]2=[N:25]1, predict the reactants needed to synthesize it. The reactants are: [CH3:1][C:2]1[N:7]=[CH:6][C:5]([C:8]2[CH:13]=[CH:12][C:11]([CH2:14][N:15]3[C:20]4[N:21]=[CH:22][CH:23]=[CH:24][C:19]=4[C:18]4=[N:25][NH:26][C:27](=[O:28])[C:17]4=[N:16]3)=[CH:10][N:9]=2)=[CH:4][CH:3]=1.P([O-])([O-])([O-])=O.[K+].[K+].[K+].CN[C@@H]1CCCC[C@H]1NC.[F:47][C:48]1[C:53]([CH3:54])=[CH:52][CH:51]=[CH:50][C:49]=1I.C(=O)(O)[O-].[Na+]. (3) Given the product [C:12]1([C:10]2[O:11][C:7]3[CH:6]=[CH:5][C:4]([NH2:1])=[CH:18][C:8]=3[CH:9]=2)[CH:13]=[CH:14][CH:15]=[CH:16][CH:17]=1, predict the reactants needed to synthesize it. The reactants are: [N+:1]([C:4]1[CH:5]=[CH:6][C:7]2[O:11][C:10]([C:12]3[CH:17]=[CH:16][CH:15]=[CH:14][CH:13]=3)=[CH:9][C:8]=2[CH:18]=1)([O-])=O.[Cl-].[NH4+]. (4) Given the product [Cl:1][C:2]1[CH:3]=[CH:4][C:5]([CH2:6][CH2:7][NH:8][C:9]([C:11]2[CH:12]=[CH:13][C:14]([O:15][C:16]3[CH:21]=[CH:20][C:19]([CH2:22][C:23]([OH:25])=[O:24])=[CH:18][C:17]=3[CH2:30][NH:31][C:32](=[O:39])[C:33]3[CH:38]=[CH:37][CH:36]=[N:35][CH:34]=3)=[CH:40][CH:41]=2)=[O:10])=[CH:42][CH:43]=1, predict the reactants needed to synthesize it. The reactants are: [Cl:1][C:2]1[CH:43]=[CH:42][C:5]([CH2:6][CH2:7][NH:8][C:9]([C:11]2[CH:41]=[CH:40][C:14]([O:15][C:16]3[CH:21]=[CH:20][C:19]([CH2:22][C:23]([O:25]C(C)(C)C)=[O:24])=[CH:18][C:17]=3[CH2:30][NH:31][C:32](=[O:39])[C:33]3[CH:38]=[CH:37][CH:36]=[N:35][CH:34]=3)=[CH:13][CH:12]=2)=[O:10])=[CH:4][CH:3]=1.C(O)(C(F)(F)F)=O.